From a dataset of Full USPTO retrosynthesis dataset with 1.9M reactions from patents (1976-2016). Predict the reactants needed to synthesize the given product. (1) Given the product [CH2:2]([O:4][C:5](=[O:14])[CH:6]([N:10]([CH:11]1[CH2:12][CH2:13]1)[C:24](=[O:25])[C:23]1[CH:27]=[C:28]([C:30]([F:31])([F:32])[F:33])[CH:29]=[C:21]([N:15]2[CH2:20][CH2:19][O:18][CH2:17][CH2:16]2)[CH:22]=1)[C:7](=[O:9])[CH3:8])[CH3:3], predict the reactants needed to synthesize it. The reactants are: Cl.[CH2:2]([O:4][C:5](=[O:14])[CH:6]([NH:10][CH:11]1[CH2:13][CH2:12]1)[C:7](=[O:9])[CH3:8])[CH3:3].[N:15]1([C:21]2[CH:22]=[C:23]([CH:27]=[C:28]([C:30]([F:33])([F:32])[F:31])[CH:29]=2)[C:24](O)=[O:25])[CH2:20][CH2:19][O:18][CH2:17][CH2:16]1.CCN=C=NCCCN(C)C.C1C=CC2N(O)N=NC=2C=1.C(N(CC)CC)C. (2) Given the product [Cl:3][C:4]1[CH:5]=[C:6]([C:14]2[O:18][N:17]=[C:16]([C:19]3[CH:20]=[C:21]4[C:25](=[CH:26][CH:27]=3)[NH:24][C:23]([CH2:28][CH2:29][C:30]([OH:32])=[O:31])=[CH:22]4)[N:15]=2)[CH:7]=[N:8][C:9]=1[O:10][CH:11]([CH3:12])[CH3:13], predict the reactants needed to synthesize it. The reactants are: [OH-].[Na+].[Cl:3][C:4]1[CH:5]=[C:6]([C:14]2[O:18][N:17]=[C:16]([C:19]3[CH:20]=[C:21]4[C:25](=[CH:26][CH:27]=3)[NH:24][C:23]([CH2:28][CH2:29][C:30]([O:32]CC)=[O:31])=[CH:22]4)[N:15]=2)[CH:7]=[N:8][C:9]=1[O:10][CH:11]([CH3:13])[CH3:12].Cl.